From a dataset of Forward reaction prediction with 1.9M reactions from USPTO patents (1976-2016). Predict the product of the given reaction. (1) Given the reactants [N:1]12[CH2:8][CH2:7][CH:4]([CH2:5][CH2:6]1)[CH:3]([O:9][C:10]1[CH:11]=[C:12]([CH:16]=[CH:17][CH:18]=1)[C:13](O)=[O:14])[CH2:2]2.C(Cl)(=O)C([Cl:22])=O, predict the reaction product. The product is: [N:1]12[CH2:8][CH2:7][CH:4]([CH2:5][CH2:6]1)[CH:3]([O:9][C:10]1[CH:11]=[C:12]([CH:16]=[CH:17][CH:18]=1)[C:13]([Cl:22])=[O:14])[CH2:2]2. (2) Given the reactants [C:1]([C:5]([OH:7])=[O:6])([CH3:4])([CH3:3])[CH3:2].[Br:8][C:9]1[CH:18]=[C:17]2[C:12]([C:13]([NH:22][NH2:23])=[C:14]([N+:19]([O-])=O)[CH:15]=[N:16]2)=[CH:11][CH:10]=1, predict the reaction product. The product is: [C:1]([C:5]([OH:7])=[O:6])([CH3:4])([CH3:3])[CH3:2].[NH2:19][C:14]1[CH:15]=[N:16][C:17]2[C:12]([C:13]=1[NH:22][NH2:23])=[CH:11][CH:10]=[C:9]([Br:8])[CH:18]=2. (3) Given the reactants [C:1]([N:5]([CH2:13][CH2:14][CH2:15][CH2:16][C:17]#[CH:18])[C:6](=[O:12])[C:7]([O:9]CC)=[O:8])([CH3:4])([CH3:3])[CH3:2].[OH-].[K+].Cl, predict the reaction product. The product is: [C:1]([N:5]([CH2:13][CH2:14][CH2:15][CH2:16][C:17]#[CH:18])[C:6](=[O:12])[C:7]([OH:9])=[O:8])([CH3:4])([CH3:3])[CH3:2]. (4) Given the reactants [CH3:1][O:2][C:3]1[CH:8]=[CH:7][C:6]([C:9]([C:35]2[CH:40]=[CH:39][C:38]([O:41][CH3:42])=[CH:37][CH:36]=2)([C:29]2[CH:34]=[CH:33][CH:32]=[CH:31][CH:30]=2)[NH:10][C:11]2[CH2:12][O:13][CH2:14][C:15]([F:28])([F:27])[C@:16]([C:19]3[CH:24]=[C:23](Br)[CH:22]=[CH:21][C:20]=3[F:26])([CH3:18])[N:17]=2)=[CH:5][CH:4]=1.[C:43](=[NH:56])([C:50]1[CH:55]=[CH:54][CH:53]=[CH:52][CH:51]=1)[C:44]1[CH:49]=[CH:48][CH:47]=[CH:46][CH:45]=1.CC(C)([O-])C.[Na+].C(P(C(C)(C)C)C1C=CC=CC=1C1C(C(C)C)=CC(C(C)C)=CC=1C(C)C)(C)(C)C, predict the reaction product. The product is: [CH3:1][O:2][C:3]1[CH:8]=[CH:7][C:6]([C:9]([C:35]2[CH:40]=[CH:39][C:38]([O:41][CH3:42])=[CH:37][CH:36]=2)([C:29]2[CH:34]=[CH:33][CH:32]=[CH:31][CH:30]=2)[NH:10][C:11]2[CH2:12][O:13][CH2:14][C:15]([F:28])([F:27])[C@:16]([C:19]3[CH:24]=[C:23]([N:56]=[C:43]([C:44]4[CH:49]=[CH:48][CH:47]=[CH:46][CH:45]=4)[C:50]4[CH:55]=[CH:54][CH:53]=[CH:52][CH:51]=4)[CH:22]=[CH:21][C:20]=3[F:26])([CH3:18])[N:17]=2)=[CH:5][CH:4]=1. (5) Given the reactants [NH2:1][C:2]1[CH:3]=[CH:4][CH:5]=[C:6]2[C:11]=1[N:10]=[CH:9][CH:8]=[CH:7]2.[Cl:12][C:13]1[CH:18]=[C:17]([Cl:19])[CH:16]=[C:15]([Cl:20])[C:14]=1[S:21](Cl)(=[O:23])=[O:22], predict the reaction product. The product is: [Cl:12][C:13]1[CH:18]=[C:17]([Cl:19])[CH:16]=[C:15]([Cl:20])[C:14]=1[S:21]([NH:1][C:2]1[CH:3]=[CH:4][CH:5]=[C:6]2[C:11]=1[N:10]=[CH:9][CH:8]=[CH:7]2)(=[O:23])=[O:22]. (6) Given the reactants N(C(OCC)=O)=NC(OCC)=O.[NH:13]1[C:21]2[C:16](=[CH:17][C:18]([O:22][C:23]3[C:32]4[C:27](=[CH:28][C:29]([O:34][CH3:35])=[C:30]([OH:33])[CH:31]=4)[N:26]=[CH:25][N:24]=3)=[CH:19][N:20]=2)[CH:15]=[CH:14]1.C1(P(C2C=CC=CC=2)C2C=CC=CC=2)C=CC=CC=1.[CH3:55][S:56]([N:59]1[CH2:64][CH2:63][N:62]([CH2:65][CH2:66][CH2:67]O)[CH2:61][CH2:60]1)(=[O:58])=[O:57], predict the reaction product. The product is: [NH:13]1[C:21]2[C:16](=[CH:17][C:18]([O:22][C:23]3[C:32]4[C:27](=[CH:28][C:29]([O:34][CH3:35])=[C:30]([O:33][CH2:67][CH2:66][CH2:65][N:62]5[CH2:63][CH2:64][N:59]([S:56]([CH3:55])(=[O:58])=[O:57])[CH2:60][CH2:61]5)[CH:31]=4)[N:26]=[CH:25][N:24]=3)=[CH:19][N:20]=2)[CH:15]=[CH:14]1. (7) Given the reactants S(Cl)(Cl)=O.[C:5]([O:8][CH2:9][C:10]([CH3:40])([CH3:39])[CH2:11][N:12]1[C:18]2[CH:19]=[CH:20][C:21]([Cl:23])=[CH:22][C:17]=2[C@@H:16]([C:24]2[CH:29]=[CH:28][CH:27]=[C:26]([O:30][CH3:31])[C:25]=2[O:32][CH3:33])[O:15][C@H:14]([CH2:34][C:35]([OH:37])=O)[C:13]1=[O:38])(=[O:7])[CH3:6].CN(C)C=O.[CH2:46]([S:50]([NH2:53])(=[O:52])=[O:51])[CH2:47][CH2:48][CH3:49], predict the reaction product. The product is: [CH2:46]([S:50]([NH:53][C:35](=[O:37])[CH2:34][C@H:14]1[O:15][C@H:16]([C:24]2[CH:29]=[CH:28][CH:27]=[C:26]([O:30][CH3:31])[C:25]=2[O:32][CH3:33])[C:17]2[CH:22]=[C:21]([Cl:23])[CH:20]=[CH:19][C:18]=2[N:12]([CH2:11][C:10]([CH3:39])([CH3:40])[CH2:9][O:8][C:5](=[O:7])[CH3:6])[C:13]1=[O:38])(=[O:52])=[O:51])[CH2:47][CH2:48][CH3:49]. (8) Given the reactants N([C:3]([CH3:9])([CH3:8])[C:4]([O:6][CH3:7])=[O:5])=N[C:3]([CH3:9])([CH3:8])[C:4]([O:6][CH3:7])=[O:5].[C:17]([O:22][CH2:23][CH2:24][O:25][C:26]1[CH:31]=[CH:30][CH:29]=[CH:28][CH:27]=1)(=[O:21])[C:18]([CH3:20])=[CH2:19].[C:32]([OH:37])(=[O:36])[C:33]([CH3:35])=[CH2:34].C(OC)(=O)C(C)=C, predict the reaction product. The product is: [C:17]([O:22][CH2:23][CH2:24][O:25][C:26]1[CH:27]=[CH:28][CH:29]=[CH:30][CH:31]=1)(=[O:21])[C:18]([CH3:20])=[CH2:19].[C:4]([O:6][CH3:7])(=[O:5])[C:3]([CH3:9])=[CH2:8].[C:32]([OH:37])(=[O:36])[C:33]([CH3:35])=[CH2:34].